The task is: Predict which catalyst facilitates the given reaction.. This data is from Catalyst prediction with 721,799 reactions and 888 catalyst types from USPTO. (1) Product: [C:18]([O:17][CH:7]([CH:1]1[CH2:2][CH2:3][CH2:4][CH2:5][CH2:6]1)[CH2:8][NH:9][C:10]([O:11][C:12]([CH3:14])([CH3:13])[CH3:15])=[O:16])(=[O:25])[C:19]1[CH:24]=[CH:23][CH:22]=[CH:21][CH:20]=1. The catalyst class is: 64. Reactant: [CH:1]1([CH:7]([OH:17])[CH2:8][NH:9][C:10](=[O:16])[O:11][C:12]([CH3:15])([CH3:14])[CH3:13])[CH2:6][CH2:5][CH2:4][CH2:3][CH2:2]1.[C:18](Cl)(=[O:25])[C:19]1[CH:24]=[CH:23][CH:22]=[CH:21][CH:20]=1.N1C=CC=CC=1. (2) Reactant: [CH3:1][C:2]([CH2:8][CH2:9][CH2:10][CH:11]([CH3:23])[CH2:12][CH2:13][CH2:14][CH:15]([CH3:22])[CH2:16][CH2:17][CH2:18][CH:19]([CH3:21])[CH3:20])=[CH:3][C:4]([O:6][CH3:7])=[O:5].[OH:24][CH2:25][CH:26](CO)[OH:27].C(=O)([O-])[O-].[K+].[K+].Cl. The catalyst class is: 9. Product: [CH3:1][C:2]([CH2:8][CH2:9][CH2:10][CH:11]([CH3:23])[CH2:12][CH2:13][CH2:14][CH:15]([CH3:22])[CH2:16][CH2:17][CH2:18][CH:19]([CH3:21])[CH3:20])=[CH:3][C:4]([O:6][CH2:7][CH:25]([CH2:26][OH:27])[OH:24])=[O:5]. (3) Reactant: F[C:2]1[CH:3]=[CH:4][C:5]([N+:15]([O-:17])=[O:16])=[C:6]2[C:10]=1[NH:9][CH:8]=[C:7]2[S:11]([CH3:14])(=[O:13])=[O:12].[CH3:18][S-:19].[Na+]. Product: [CH3:14][S:11]([C:7]1[C:6]2[C:10](=[C:2]([S:19][CH3:18])[CH:3]=[CH:4][C:5]=2[N+:15]([O-:17])=[O:16])[NH:9][CH:8]=1)(=[O:13])=[O:12]. The catalyst class is: 391. (4) Reactant: C(OC(=O)[NH:10][C:11]1([C:14](=[O:24])[NH:15][C:16]2([C:19]3[N:20]=[CH:21][O:22][CH:23]=3)[CH2:18][CH2:17]2)[CH2:13][CH2:12]1)C1C=CC=CC=1. Product: [O:22]1[CH:23]=[C:19]([C:16]2([NH:15][C:14]([C:11]3([NH2:10])[CH2:13][CH2:12]3)=[O:24])[CH2:18][CH2:17]2)[N:20]=[CH:21]1. The catalyst class is: 19. (5) Reactant: [CH2:1]([C:17]1[C:22](=[O:23])[CH:21]=[C:20]([CH3:24])[NH:19][C:18]=1[CH3:25])[CH2:2][CH2:3][CH2:4][CH2:5][CH2:6][CH2:7][CH2:8][CH2:9][CH2:10][CH2:11][CH2:12][CH2:13][CH2:14][CH2:15][CH3:16].[I:26]I.S([O-])([O-])(=O)=S.[Na+].[Na+]. Product: [CH2:1]([C:17]1[C:22](=[O:23])[C:21]([I:26])=[C:20]([CH3:24])[NH:19][C:18]=1[CH3:25])[CH2:2][CH2:3][CH2:4][CH2:5][CH2:6][CH2:7][CH2:8][CH2:9][CH2:10][CH2:11][CH2:12][CH2:13][CH2:14][CH2:15][CH3:16]. The catalyst class is: 10. (6) Reactant: [CH3:1][N:2]([CH3:25])[CH2:3][CH2:4][CH2:5][C:6]1([C:17]2[CH:22]=[CH:21][C:20]([O:23][CH3:24])=[CH:19][CH:18]=2)[C:14]2[C:9](=[CH:10][C:11]([C:15]#[N:16])=[CH:12][CH:13]=2)[CH2:8][O:7]1.[ClH:26]. Product: [ClH:26].[CH3:25][N:2]([CH3:1])[CH2:3][CH2:4][CH2:5][C:6]1([C:17]2[CH:18]=[CH:19][C:20]([O:23][CH3:24])=[CH:21][CH:22]=2)[C:14]2[C:9](=[CH:10][C:11]([C:15]#[N:16])=[CH:12][CH:13]=2)[CH2:8][O:7]1. The catalyst class is: 268. (7) Reactant: [CH3:1][C:2]1([CH3:47])[CH2:10][C:9]2[N:8]([CH2:11][O:12][CH2:13][CH2:14][Si:15]([CH3:18])([CH3:17])[CH3:16])[N:7]=[C:6]([C:19]3[N:20]([CH2:39][O:40][CH2:41][CH2:42][Si:43]([CH3:46])([CH3:45])[CH3:44])[C:21]4[C:26]([CH:27]=3)=[CH:25][CH:24]=[C:23]([NH:28][C:29](=[O:38])[O:30][CH2:31][C:32]3[CH:37]=[CH:36][CH:35]=[CH:34][CH:33]=3)[CH:22]=4)[C:5]=2[CH2:4][CH2:3]1.[H-].[Na+].CI.[C:52](OCC)(=O)C. Product: [CH3:1][C:2]1([CH3:47])[CH2:10][C:9]2[N:8]([CH2:11][O:12][CH2:13][CH2:14][Si:15]([CH3:16])([CH3:17])[CH3:18])[N:7]=[C:6]([C:19]3[N:20]([CH2:39][O:40][CH2:41][CH2:42][Si:43]([CH3:45])([CH3:44])[CH3:46])[C:21]4[C:26]([CH:27]=3)=[CH:25][CH:24]=[C:23]([N:28]([CH3:52])[C:29](=[O:38])[O:30][CH2:31][C:32]3[CH:37]=[CH:36][CH:35]=[CH:34][CH:33]=3)[CH:22]=4)[C:5]=2[CH2:4][CH2:3]1. The catalyst class is: 35. (8) Reactant: [Cl-].CS(C)=O.[CH2:6]([O:13][C@H:14]1[C@H:19]([O:20][CH2:21][C:22]2[CH:27]=[CH:26][CH:25]=[CH:24][CH:23]=2)[C@@H:18]([O:28][CH2:29][C:30]2[CH:35]=[CH:34][CH:33]=[CH:32][CH:31]=2)[C@H:17]([C:36]2[CH:41]=[CH:40][C:39]([Cl:42])=[C:38]([CH2:43][C:44]3[CH:49]=[CH:48][C:47]([O:50][CH2:51][CH3:52])=[CH:46][CH:45]=3)[CH:37]=2)[O:16][C@@H:15]1[CH2:53][OH:54])[C:7]1[CH:12]=[CH:11][CH:10]=[CH:9][CH:8]=1.C(N(CC)CC)C.[OH-:62].[Na+].[CH2:64]=O.Cl. Product: [CH2:6]([O:13][C@H:14]1[C@H:19]([O:20][CH2:21][C:22]2[CH:23]=[CH:24][CH:25]=[CH:26][CH:27]=2)[C@@H:18]([O:28][CH2:29][C:30]2[CH:35]=[CH:34][CH:33]=[CH:32][CH:31]=2)[C@H:17]([C:36]2[CH:41]=[CH:40][C:39]([Cl:42])=[C:38]([CH2:43][C:44]3[CH:45]=[CH:46][C:47]([O:50][CH2:51][CH3:52])=[CH:48][CH:49]=3)[CH:37]=2)[O:16][C:15]1([CH2:64][OH:62])[CH2:53][OH:54])[C:7]1[CH:8]=[CH:9][CH:10]=[CH:11][CH:12]=1. The catalyst class is: 34. (9) Reactant: C[O:2][C:3](=[O:32])[C:4]1[C:9]([C:10]2[CH:15]=[CH:14][C:13]([O:16][CH2:17][C@@H:18]([NH:23][C:24]([O:26][C:27]([CH3:30])([CH3:29])[CH3:28])=[O:25])[CH2:19][CH:20]([CH3:22])[CH3:21])=[CH:12][C:11]=2[F:31])=[CH:8][CH:7]=[N:6][CH:5]=1.CO.O.[OH-].[Li+]. Product: [C:27]([O:26][C:24]([NH:23][C@@H:18]([CH2:19][CH:20]([CH3:22])[CH3:21])[CH2:17][O:16][C:13]1[CH:14]=[CH:15][C:10]([C:9]2[C:4]([C:3]([OH:32])=[O:2])=[CH:5][N:6]=[CH:7][CH:8]=2)=[C:11]([F:31])[CH:12]=1)=[O:25])([CH3:30])([CH3:29])[CH3:28]. The catalyst class is: 7. (10) Reactant: [O:1]1[C:6]2[CH:7]=[CH:8][CH:9]=[C:10]([C:11]([C:13]3[N:14]=[CH:15][N:16]([C:18]([C:31]4[CH:36]=[CH:35][CH:34]=[CH:33][CH:32]=4)([C:25]4[CH:30]=[CH:29][CH:28]=[CH:27][CH:26]=4)[C:19]4[CH:24]=[CH:23][CH:22]=[CH:21][CH:20]=4)[CH:17]=3)=[O:12])[C:5]=2[O:4][CH2:3][CH2:2]1.[CH3:37][Mg+].[Br-]. Product: [O:1]1[C:6]2[CH:7]=[CH:8][CH:9]=[C:10]([C:11]([C:13]3[N:14]=[CH:15][N:16]([C:18]([C:31]4[CH:36]=[CH:35][CH:34]=[CH:33][CH:32]=4)([C:19]4[CH:24]=[CH:23][CH:22]=[CH:21][CH:20]=4)[C:25]4[CH:26]=[CH:27][CH:28]=[CH:29][CH:30]=4)[CH:17]=3)([OH:12])[CH3:37])[C:5]=2[O:4][CH2:3][CH2:2]1. The catalyst class is: 116.